This data is from Experimentally validated miRNA-target interactions with 360,000+ pairs, plus equal number of negative samples. The task is: Binary Classification. Given a miRNA mature sequence and a target amino acid sequence, predict their likelihood of interaction. (1) The miRNA is hsa-miR-298 with sequence AGCAGAAGCAGGGAGGUUCUCCCA. The protein sequence of the target gene is MSSAVEPPPPPPPESAPSKPSAAGAGGSSSGNKGGPEGGAAPAAPCAAGSGPADTEMEEVFDHGSPGKQKEIQEPDPTYEEKMQTDRANRFEYLLKQTELFAHFIQPAAQKTPTSPLKMKPGRPRVKKDEKQNLLSVGDYRHRRTEQEEDEELLTESSKATNVCTRFEDSPSYVKWGKLRDYQVRGLNWLISLYENGINGILADEMGLGKTLQTISLLGYMKHYRNIPGPHMVLVPKSTLHNWMSEFKKWVPTLRSVCLIGDKEQRAAFVRDVLLPGEWDVCVTSYEMLIKEKSVFKKFN.... Result: 0 (no interaction). (2) The miRNA is hsa-miR-6845-3p with sequence CCUCUCCUCCCUGUGCCCCAG. The protein sequence of the target gene is MKVLAAGVVPLLLVLHWKHGAGSPLPITPVNATCAIRHPCHNNLMNQIRSQLAQLNGSANALFILYYTAQGEPFPNNLDKLCGPNVTDFPPFHANGTEKAKLVELYRIVVYLGTSLGNITRDQKILNPSALSLHSKLNATADILRGLLSNVLCRLCSKYHVGHVDVTYGPDTSGKDVFQKKKLGCQLLGKYKQIIAVLAQAF. Result: 1 (interaction).